This data is from Full USPTO retrosynthesis dataset with 1.9M reactions from patents (1976-2016). The task is: Predict the reactants needed to synthesize the given product. (1) Given the product [CH3:1][O:2][C:3](=[O:14])[CH2:4][CH2:5][C:6]1[CH:11]=[CH:10][C:9]([S:12][CH2:22][C:23]2[S:27][C:26]([C:28]3[CH:29]=[CH:30][C:31]([C:34]([F:35])([F:36])[F:37])=[CH:32][CH:33]=3)=[N:25][C:24]=2[CH2:38][O:39][C:40]2[CH:45]=[CH:44][CH:43]=[CH:42][CH:41]=2)=[CH:8][C:7]=1[CH3:13], predict the reactants needed to synthesize it. The reactants are: [CH3:1][O:2][C:3](=[O:14])[CH2:4][CH2:5][C:6]1[CH:11]=[CH:10][C:9]([SH:12])=[CH:8][C:7]=1[CH3:13].C(=O)([O-])[O-].[Cs+].[Cs+].Cl[CH2:22][C:23]1[S:27][C:26]([C:28]2[CH:33]=[CH:32][C:31]([C:34]([F:37])([F:36])[F:35])=[CH:30][CH:29]=2)=[N:25][C:24]=1[CH2:38][O:39][C:40]1[CH:45]=[CH:44][CH:43]=[CH:42][CH:41]=1. (2) Given the product [C:23]([C:25]1[N:26]=[C:27]([OH:44])[C:28]([NH:31][S:32]([CH2:35][C:36]2[CH:37]=[C:38]([Cl:43])[CH:39]=[C:40]([Cl:42])[CH:41]=2)(=[O:34])=[O:33])=[N:29][CH:30]=1)#[N:24], predict the reactants needed to synthesize it. The reactants are: ClC1N=NC(NS(CC2C=C(C#N)C=CC=2Cl)(=O)=O)=C(O)C=1.[C:23]([C:25]1[N:26]=[C:27]([O:44]C)[C:28]([NH:31][S:32]([CH2:35][C:36]2[CH:41]=[C:40]([Cl:42])[CH:39]=[C:38]([Cl:43])[CH:37]=2)(=[O:34])=[O:33])=[N:29][CH:30]=1)#[N:24].ClC1N=NC(NS(CC2C=C(C#N)C=CC=2Cl)(=O)=O)=C(OC)C=1. (3) The reactants are: [OH:1][C@@H:2]1[C@H:5]([C:6]2[CH:11]=[CH:10][CH:9]=[CH:8][CH:7]=2)[NH:4][C:3]1=[O:12].[CH3:13][O:14][C:15](OC)([CH3:17])[CH3:16].CC1C=CC(S([O-])(=O)=O)=CC=1.C1C=C[NH+]=CC=1. Given the product [CH3:13][O:14][C:15]([CH3:17])([O:1][C@@H:2]1[C@H:5]([C:6]2[CH:11]=[CH:10][CH:9]=[CH:8][CH:7]=2)[NH:4][C:3]1=[O:12])[CH3:16], predict the reactants needed to synthesize it. (4) Given the product [NH2:63][C@:64]([C:68]([NH:37][C@H:36]([C:35]([N:34]([C@@H:29]([C@@H:30]([CH3:33])[CH2:31][CH3:32])[C@H:28]([O:43][CH3:44])[CH2:27][C:26]([N:22]1[CH2:23][CH2:24][CH2:25][C@H:21]1[C@H:3]([O:2][CH3:1])[C@@H:4]([CH3:20])[C:5]([NH:7][C@@H:8]([CH2:9][C:10]1[CH:11]=[CH:12][CH:13]=[CH:14][CH:15]=1)[C:16]([O:18][CH3:19])=[O:17])=[O:6])=[O:45])[CH3:42])=[O:41])[CH:38]([CH3:39])[CH3:40])=[O:69])([CH3:67])[CH2:65][CH3:66], predict the reactants needed to synthesize it. The reactants are: [CH3:1][O:2][C@@H:3]([C@@H:21]1[CH2:25][CH2:24][CH2:23][N:22]1[C:26](=[O:45])[CH2:27][C@@H:28]([O:43][CH3:44])[C@@H:29]([N:34]([CH3:42])[C:35](=[O:41])[C@H:36]([CH:38]([CH3:40])[CH3:39])[NH2:37])[C@@H:30]([CH3:33])[CH2:31][CH3:32])[C@@H:4]([CH3:20])[C:5]([NH:7][C@H:8]([C:16]([O:18][CH3:19])=[O:17])[CH2:9][C:10]1[CH:15]=[CH:14][CH:13]=[CH:12][CH:11]=1)=[O:6].C1C2C(COC([NH:63][C@:64]([C:68](O)=[O:69])([CH3:67])[CH2:65][CH3:66])=O)C3C(=CC=CC=3)C=2C=CC=1.CCN(C(C)C)C(C)C.CN(C(ON1N=NC2C=CC=NC1=2)=[N+](C)C)C.F[P-](F)(F)(F)(F)F.C(NCC)C. (5) Given the product [Cl:14][C:12]1[N:11]=[C:10]2[C:6]([N:7]=[CH:8][N:9]2[CH:15]2[CH2:19][CH2:18][CH2:17][CH2:16]2)=[C:5]([NH:4][CH2:3][CH2:2][NH:1][CH2:26][C:25]2[CH:28]=[CH:29][C:22]([C:20]#[N:21])=[CH:23][CH:24]=2)[N:13]=1, predict the reactants needed to synthesize it. The reactants are: [NH2:1][CH2:2][CH2:3][NH:4][C:5]1[N:13]=[C:12]([Cl:14])[N:11]=[C:10]2[C:6]=1[N:7]=[CH:8][N:9]2[CH:15]1[CH2:19][CH2:18][CH2:17][CH2:16]1.[C:20]([C:22]1[CH:29]=[CH:28][C:25]([CH:26]=O)=[CH:24][CH:23]=1)#[N:21].C(=O)C1C=CC=CC=1.[BH3-]C#N.[Na+]. (6) Given the product [F:1][C:2]1[CH:7]=[CH:6][C:5]([N:8]2[C:12]3[CH:13]=[C:14]4[C@:19]([CH:21]=[O:22])([CH2:20][C:11]=3[CH:10]=[N:9]2)[CH2:18][N:17]([S:23]([C:26]2[CH:27]=[C:28]([CH3:32])[CH:29]=[CH:30][CH:31]=2)(=[O:25])=[O:24])[CH2:16][CH2:15]4)=[CH:4][CH:3]=1, predict the reactants needed to synthesize it. The reactants are: [F:1][C:2]1[CH:7]=[CH:6][C:5]([N:8]2[C:12]3[CH:13]=[C:14]4[C@:19]([CH2:21][OH:22])([CH2:20][C:11]=3[CH:10]=[N:9]2)[CH2:18][N:17]([S:23]([C:26]2[CH:27]=[C:28]([CH3:32])[CH:29]=[CH:30][CH:31]=2)(=[O:25])=[O:24])[CH2:16][CH2:15]4)=[CH:4][CH:3]=1.CC(OI1(OC(C)=O)(OC(C)=O)OC(=O)C2C=CC=CC1=2)=O.C(=O)([O-])O.[Na+]. (7) Given the product [CH3:1][O:2][C:3](=[O:15])[C:4]([C:6]1[CH:11]=[CH:10][C:9]([S:18]([CH3:22])(=[O:20])=[O:17])=[C:8]([Cl:14])[CH:7]=1)=[O:5], predict the reactants needed to synthesize it. The reactants are: [CH3:1][O:2][C:3](=[O:15])[C:4]([C:6]1[CH:11]=[CH:10][C:9](SC)=[C:8]([Cl:14])[CH:7]=1)=[O:5].O[O:17][S:18]([O-:20])=O.[K+].[CH3:22]O.